Dataset: CYP2C9 inhibition data for predicting drug metabolism from PubChem BioAssay. Task: Regression/Classification. Given a drug SMILES string, predict its absorption, distribution, metabolism, or excretion properties. Task type varies by dataset: regression for continuous measurements (e.g., permeability, clearance, half-life) or binary classification for categorical outcomes (e.g., BBB penetration, CYP inhibition). Dataset: cyp2c9_veith. The compound is CCOc1ccc(/C=N/n2c(SC)nnc2-c2ccccc2)cc1OCC. The result is 1 (inhibitor).